The task is: Predict the reaction yield, written as a fraction of the theoretical maximum amount of product (1.0 means a 100% yield; for example, 0.34 means a 34% yield).. This data is from Buchwald-Hartwig C-N cross coupling reaction yields with 55,370 reactions. (1) The reactants are Clc1cccnc1.Cc1ccc(N)cc1.O=S(=O)(O[Pd]1c2ccccc2-c2ccccc2N~1)C(F)(F)F.CC(C)c1cc(C(C)C)c(-c2ccccc2P(C(C)(C)C)C(C)(C)C)c(C(C)C)c1.CN(C)C(=NC(C)(C)C)N(C)C.c1ccc(-c2ccon2)cc1. No catalyst specified. The product is Cc1ccc(Nc2cccnc2)cc1. The yield is 0.493. (2) The reactants are CCc1ccc(I)cc1.Cc1ccc(N)cc1.O=S(=O)(O[Pd]1c2ccccc2-c2ccccc2N~1)C(F)(F)F.CC(C)c1cc(C(C)C)c(-c2ccccc2P(C2CCCCC2)C2CCCCC2)c(C(C)C)c1.CN(C)C(=NC(C)(C)C)N(C)C.c1ccc(-c2ccno2)cc1. No catalyst specified. The product is CCc1ccc(Nc2ccc(C)cc2)cc1. The yield is 0.251.